From a dataset of Full USPTO retrosynthesis dataset with 1.9M reactions from patents (1976-2016). Predict the reactants needed to synthesize the given product. The reactants are: [C:1]([NH2:5])([CH3:4])([CH3:3])[CH3:2].C(=O)([O-])[O-].[K+].[K+].O.[C:13]1([S:19](Cl)(=[O:21])=[O:20])[CH:18]=[CH:17][CH:16]=[CH:15][CH:14]=1. Given the product [C:1]([NH:5][S:19]([C:13]1[CH:18]=[CH:17][CH:16]=[CH:15][CH:14]=1)(=[O:21])=[O:20])([CH3:4])([CH3:3])[CH3:2], predict the reactants needed to synthesize it.